Task: Predict the product of the given reaction.. Dataset: Forward reaction prediction with 1.9M reactions from USPTO patents (1976-2016) (1) Given the reactants [CH:1]1([NH2:8])[CH2:7][CH2:6][CH2:5][CH2:4][CH2:3][CH2:2]1.Cl[C:10](OC1C=CC([N+]([O-])=O)=CC=1)=[O:11].C(N(C(C)C)CC)(C)C.[Cl:31][C:32]1[CH:41]=[C:40]2[C:35]([C:36]([N:42]3[CH2:47][CH2:46][NH:45][CH2:44][CH2:43]3)=[CH:37][CH:38]=[N:39]2)=[CH:34][CH:33]=1, predict the reaction product. The product is: [Cl:31][C:32]1[CH:41]=[C:40]2[C:35]([C:36]([N:42]3[CH2:47][CH2:46][N:45]([C:10]([NH:8][CH:1]4[CH2:7][CH2:6][CH2:5][CH2:4][CH2:3][CH2:2]4)=[O:11])[CH2:44][CH2:43]3)=[CH:37][CH:38]=[N:39]2)=[CH:34][CH:33]=1. (2) Given the reactants [NH2:1][C:2]1[N:7]=[C:6]([C:8]2[CH:16]=[C:15]3[C:11]([C:12]([NH2:17])=[N:13][NH:14]3)=[CH:10][CH:9]=2)[CH:5]=[C:4](SC)[N:3]=1.OO.O1CCOCC1.[NH:28]1[CH2:33][CH2:32][S:31][CH2:30][CH2:29]1, predict the reaction product. The product is: [NH2:1][C:2]1[N:7]=[C:6]([C:8]2[CH:16]=[C:15]3[C:11]([C:12]([NH2:17])=[N:13][NH:14]3)=[CH:10][CH:9]=2)[CH:5]=[C:4]([N:28]2[CH2:33][CH2:32][S:31][CH2:30][CH2:29]2)[N:3]=1. (3) Given the reactants Cl[Si:2]([C:5]([CH3:8])([CH3:7])[CH3:6])([CH3:4])[CH3:3].[OH:9][CH:10]1[CH2:15][CH2:14][CH:13]([C:16]([O:18][CH2:19][CH3:20])=[O:17])[CH2:12][CH2:11]1.N1C=CN=C1.C(O)(=O)CC(CC(O)=O)(C(O)=O)O, predict the reaction product. The product is: [CH3:6][C:5]([Si:2]([CH3:4])([CH3:3])[O:9][CH:10]1[CH2:11][CH2:12][CH:13]([C:16]([O:18][CH2:19][CH3:20])=[O:17])[CH2:14][CH2:15]1)([CH3:8])[CH3:7]. (4) Given the reactants C([O:3][C:4]([C:6]1([CH:12]=[CH2:13])[CH2:11][O:10][CH2:9][O:8][CH2:7]1)=[O:5])C.O.[OH-].[Li+], predict the reaction product. The product is: [CH:12]([C:6]1([C:4]([OH:5])=[O:3])[CH2:7][O:8][CH2:9][O:10][CH2:11]1)=[CH2:13]. (5) Given the reactants Cl[C:2]1[C:7]([C:8]#[N:9])=[C:6]([C:10]([F:13])([F:12])[F:11])[CH:5]=[C:4]([C:14]2[CH:19]=[CH:18][C:17]([F:20])=[CH:16][CH:15]=2)[N:3]=1.Cl.[NH:22]1[CH2:27][CH2:26][CH2:25][CH:24]([NH:28][C:29]2[N:34]=[CH:33][C:32]([C:35]#[N:36])=[CH:31][CH:30]=2)[CH2:23]1, predict the reaction product. The product is: [C:35]([C:32]1[CH:31]=[CH:30][C:29]([NH:28][CH:24]2[CH2:25][CH2:26][CH2:27][N:22]([C:2]3[C:7]([C:8]#[N:9])=[C:6]([C:10]([F:13])([F:12])[F:11])[CH:5]=[C:4]([C:14]4[CH:19]=[CH:18][C:17]([F:20])=[CH:16][CH:15]=4)[N:3]=3)[CH2:23]2)=[N:34][CH:33]=1)#[N:36]. (6) Given the reactants O=[C:2]1[C:11]2[C:6](=[CH:7][CH:8]=[C:9]([C@H:12]3[CH2:21][CH2:20][C@@:14]4([NH:18][C:17](=[O:19])[O:16][CH2:15]4)[CH2:13]3)[CH:10]=2)[CH2:5][CH:4]([C:22]([O:24][CH3:25])=[O:23])[CH2:3]1.CO, predict the reaction product. The product is: [O:19]=[C:17]1[O:16][CH2:15][C@:14]2([CH2:20][CH2:21][C@H:12]([C:9]3[CH:10]=[C:11]4[C:6](=[CH:7][CH:8]=3)[CH2:5][CH:4]([C:22]([O:24][CH3:25])=[O:23])[CH2:3][CH2:2]4)[CH2:13]2)[NH:18]1.